This data is from Catalyst prediction with 721,799 reactions and 888 catalyst types from USPTO. The task is: Predict which catalyst facilitates the given reaction. (1) Reactant: [NH2:1][CH2:2][CH:3]1[CH2:8][CH2:7][C:6]2([C:12]3[CH:13]=[CH:14][CH:15]=[CH:16][C:11]=3[C:10](=[O:17])[O:9]2)[CH2:5][CH2:4]1.Cl[C:19]1[C:24]([N+:25]([O-:27])=[O:26])=[C:23]([CH3:28])[CH:22]=[CH:21][N:20]=1.CCN(CC)CC. Product: [CH3:28][C:23]1[CH:22]=[CH:21][N:20]=[C:19]([NH:1][CH2:2][CH:3]2[CH2:8][CH2:7][C:6]3([C:12]4[CH:13]=[CH:14][CH:15]=[CH:16][C:11]=4[C:10](=[O:17])[O:9]3)[CH2:5][CH2:4]2)[C:24]=1[N+:25]([O-:27])=[O:26]. The catalyst class is: 5. (2) Reactant: C([N:5]1[C:9]([NH:10][C:11](=[O:27])[CH:12]([NH:14][C:15](=[O:26])[CH:16]([C:18]2[CH:23]=[C:22]([F:24])[CH:21]=[C:20]([F:25])[CH:19]=2)[OH:17])[CH3:13])=[CH:8][C:7]([C:28]2([C:35]3[CH:40]=[CH:39][CH:38]=[CH:37][CH:36]=3)[CH2:33][CH2:32][N:31]([CH3:34])[CH2:30][CH2:29]2)=[N:6]1)(C)(C)C. Product: [F:25][C:20]1[CH:19]=[C:18]([CH:16]([OH:17])[C:15]([NH:14][CH:12]([CH3:13])[C:11]([NH:10][C:9]2[NH:5][N:6]=[C:7]([C:28]3([C:35]4[CH:36]=[CH:37][CH:38]=[CH:39][CH:40]=4)[CH2:33][CH2:32][N:31]([CH3:34])[CH2:30][CH2:29]3)[CH:8]=2)=[O:27])=[O:26])[CH:23]=[C:22]([F:24])[CH:21]=1. The catalyst class is: 55.